From a dataset of Catalyst prediction with 721,799 reactions and 888 catalyst types from USPTO. Predict which catalyst facilitates the given reaction. (1) Reactant: [CH3:1][O:2][C:3]1[CH:8]=[CH:7][C:6]([CH2:9][CH:10]=O)=[CH:5][CH:4]=1.C1(P(=[CH:31][C:32]([O:34][CH3:35])=[O:33])(C2C=CC=CC=2)C2C=CC=CC=2)C=CC=CC=1. Product: [CH3:1][O:2][C:3]1[CH:4]=[CH:5][C:6]([CH2:9]/[CH:10]=[CH:31]/[C:32]([O:34][CH3:35])=[O:33])=[CH:7][CH:8]=1. The catalyst class is: 1. (2) Product: [Cl:1][C:2]1[CH:3]=[CH:4][C:5]([NH:8][C:9]([CH:11]2[CH2:15][CH2:14][NH:13][CH2:12]2)=[O:10])=[CH:6][CH:7]=1. The catalyst class is: 4. Reactant: [Cl:1][C:2]1[CH:7]=[CH:6][C:5]([NH:8][C:9]([CH:11]2[CH2:15][CH2:14][N:13](C(OC(C)(C)C)=O)[CH2:12]2)=[O:10])=[CH:4][CH:3]=1.FC(F)(F)C(O)=O.